This data is from Forward reaction prediction with 1.9M reactions from USPTO patents (1976-2016). The task is: Predict the product of the given reaction. (1) Given the reactants [C:1]([C:5]1[N:10]=[C:9]([N:11]2[CH2:16][CH2:15][N:14]([CH2:17][CH2:18][CH2:19][CH2:20][NH2:21])[CH2:13][CH2:12]2)[CH:8]=[C:7]([C:22]([F:25])([F:24])[F:23])[N:6]=1)([CH3:4])([CH3:3])[CH3:2].C1N=CN([C:31]([N:33]2[CH:37]=N[CH:35]=[CH:34]2)=[O:32])C=1.C1[C:47]2[C:42](=[CH:43][CH:44]=[CH:45][CH:46]=2)CCN1, predict the reaction product. The product is: [C:1]([C:5]1[N:10]=[C:9]([N:11]2[CH2:16][CH2:15][N:14]([CH2:17][CH2:18][CH2:19][CH2:20][NH:21][C:31]([N:33]3[CH2:34][CH2:35][C:47]4[C:42](=[CH:43][CH:44]=[CH:45][CH:46]=4)[CH2:37]3)=[O:32])[CH2:13][CH2:12]2)[CH:8]=[C:7]([C:22]([F:24])([F:25])[F:23])[N:6]=1)([CH3:4])([CH3:2])[CH3:3]. (2) Given the reactants [Br:1][C:2]1[C:23]([O:24][CH3:25])=[CH:22][C:5]2[CH:6]3[N:11]([CH:12]([CH2:14][CH3:15])[CH2:13][C:4]=2[CH:3]=1)[CH:10]=[C:9]([C:16]([O:18][CH2:19][CH3:20])=[O:17])[C:8](=[O:21])[CH2:7]3.C1(Cl)C(=O)C(Cl)=C(Cl)C(=O)C=1Cl, predict the reaction product. The product is: [Br:1][C:2]1[C:23]([O:24][CH3:25])=[CH:22][C:5]2[C:6]3[N:11]([CH:12]([CH2:14][CH3:15])[CH2:13][C:4]=2[CH:3]=1)[CH:10]=[C:9]([C:16]([O:18][CH2:19][CH3:20])=[O:17])[C:8](=[O:21])[CH:7]=3. (3) Given the reactants [OH:1][C@H:2]1[CH2:6][CH2:5][N:4]([C:7]2[C:8]3[CH:31]=[CH:30][N:29](S(C4C=CC(C)=CC=4)(=O)=O)[C:9]=3[N:10]=[C:11]([NH:13][C:14]3[CH:19]=[CH:18][C:17]([N:20]4[CH2:25][CH2:24][N:23]([C:26](=[O:28])[CH3:27])[CH2:22][CH2:21]4)=[CH:16][CH:15]=3)[N:12]=2)[CH2:3]1.[OH-].[K+], predict the reaction product. The product is: [N:20]1([C:17]2[CH:18]=[CH:19][C:14]([NH:13][C:11]3[N:12]=[C:7]([N:4]4[CH2:5][CH2:6][C@H:2]([OH:1])[CH2:3]4)[C:8]4[CH:31]=[CH:30][NH:29][C:9]=4[N:10]=3)=[CH:15][CH:16]=2)[CH2:21][CH2:22][NH:23][CH2:24][CH2:25]1.[OH:1][C@H:2]1[CH2:6][CH2:5][N:4]([C:7]2[C:8]3[CH:31]=[CH:30][NH:29][C:9]=3[N:10]=[C:11]([NH:13][C:14]3[CH:19]=[CH:18][C:17]([N:20]4[CH2:25][CH2:24][N:23]([C:26](=[O:28])[CH3:27])[CH2:22][CH2:21]4)=[CH:16][CH:15]=3)[N:12]=2)[CH2:3]1. (4) Given the reactants C(O)C.CC(C)([O-])C.[K+].[C:10]([C:12]([CH3:23])([CH2:18][CH2:19][C:20](=[O:22])[CH3:21])[C:13]([O:15]CC)=O)#[N:11], predict the reaction product. The product is: [CH3:23][C:12]1([C:10]#[N:11])[CH2:18][CH2:19][C:20](=[O:22])[CH2:21][C:13]1=[O:15].